Task: Predict the reaction yield, written as a fraction of the theoretical maximum amount of product (1.0 means a 100% yield; for example, 0.34 means a 34% yield).. Dataset: Reaction yield outcomes from USPTO patents with 853,638 reactions (1) The reactants are C([O:9][C:10]1[CH:11]=[C:12]([CH:28]=[CH:29][C:30]=1[Cl:31])[CH2:13][N:14]([C:20]1[CH:25]=[CH:24][C:23]([C:26]#[N:27])=[CH:22][CH:21]=1)[N:15]1[CH:19]=[N:18][N:17]=[CH:16]1)(=O)C1C=CC=CC=1.C[O-].[Na+]. The catalyst is CO.O. The product is [Cl:31][C:30]1[CH:29]=[CH:28][C:12]([CH2:13][N:14]([C:20]2[CH:25]=[CH:24][C:23]([C:26]#[N:27])=[CH:22][CH:21]=2)[N:15]2[CH:16]=[N:17][N:18]=[CH:19]2)=[CH:11][C:10]=1[OH:9]. The yield is 0.480. (2) The reactants are [C:1]([O:8][CH2:9][CH3:10])(=O)[C:2]([O:4][CH2:5][CH3:6])=[O:3].C(OC[C:15]([O:17][CH2:18][CH3:19])=[O:16])C.[O-]CC.[Na+].Cl. The catalyst is C1(C)C=CC=CC=1. The product is [CH2:18]([O:17][C:15](=[O:16])[CH:1]([O:8][CH2:9][CH3:10])[C:2]([O:4][CH2:5][CH3:6])=[O:3])[CH3:19]. The yield is 0.937. (3) The reactants are [OH-].[Na+].C([O:5][C:6]([C:8]1([NH:14][C:15]([N:17]2[CH2:22][CH2:21][N:20]([CH2:23][C:24]3[CH:29]=[CH:28][CH:27]=[CH:26][CH:25]=3)[CH2:19][CH2:18]2)=[O:16])[CH2:13][CH2:12][CH2:11][CH2:10][CH2:9]1)=[O:7])C.CCOCC. The catalyst is C(O)C. The product is [C:24]1([CH2:23][N:20]2[CH2:19][CH2:18][N:17]([C:15]([NH:14][C:8]3([C:6]([OH:7])=[O:5])[CH2:13][CH2:12][CH2:11][CH2:10][CH2:9]3)=[O:16])[CH2:22][CH2:21]2)[CH:25]=[CH:26][CH:27]=[CH:28][CH:29]=1. The yield is 0.420. (4) The product is [CH:10]1([CH2:13][CH2:14][O:15][C:16]2[CH:21]=[CH:20][N:19]([C:22]3[S:23][C:24]([C:28]([NH:7][CH2:6][C:5]4[CH:8]=[CH:9][C:2]([F:1])=[CH:3][CH:4]=4)=[O:29])=[C:25]([CH3:27])[N:26]=3)[C:18](=[O:31])[CH:17]=2)[CH2:12][CH2:11]1. The yield is 0.300. No catalyst specified. The reactants are [F:1][C:2]1[CH:9]=[CH:8][C:5]([CH2:6][NH2:7])=[CH:4][CH:3]=1.[CH:10]1([CH2:13][CH2:14][O:15][C:16]2[CH:21]=[CH:20][N:19]([C:22]3[S:23][C:24]([C:28](O)=[O:29])=[C:25]([CH3:27])[N:26]=3)[C:18](=[O:31])[CH:17]=2)[CH2:12][CH2:11]1. (5) The product is [CH3:19][C:18]([OH:20])([CH3:21])[CH2:17][NH:16][C:2]1[N:3]=[N:4][C:5]([C:8]#[C:9][C:10]2[CH:15]=[CH:14][CH:13]=[CH:12][CH:11]=2)=[CH:6][CH:7]=1. The yield is 0.240. The reactants are Cl[C:2]1[N:3]=[N:4][C:5]([C:8]#[C:9][C:10]2[CH:15]=[CH:14][CH:13]=[CH:12][CH:11]=2)=[CH:6][CH:7]=1.[NH2:16][CH2:17][C:18]([CH3:21])([OH:20])[CH3:19]. The catalyst is N1C=CC=CC=1. (6) The reactants are [CH3:1][N:2]1[C:6](B2OC(C)(C)C(C)(C)O2)=[CH:5][CH:4]=[N:3]1.Br[C:17]1[CH:18]=[C:19]([CH:21]=[CH:22][CH:23]=1)[NH2:20].[O-]P([O-])([O-])=O.[K+].[K+].[K+].C1(P(C2CCCCC2)C2CCCCC2)CCCCC1. The catalyst is O1CCOCC1.C1C=CC(/C=C/C(/C=C/C2C=CC=CC=2)=O)=CC=1.C1C=CC(/C=C/C(/C=C/C2C=CC=CC=2)=O)=CC=1.C1C=CC(/C=C/C(/C=C/C2C=CC=CC=2)=O)=CC=1.[Pd].[Pd]. The product is [CH3:1][N:2]1[C:6]([C:17]2[CH:18]=[C:19]([NH2:20])[CH:21]=[CH:22][CH:23]=2)=[CH:5][CH:4]=[N:3]1. The yield is 0.470. (7) The reactants are [CH2:1]([O:8][C:9]([N:11]1[C:20]2[C:15](=[CH:16][CH:17]=[CH:18][CH:19]=2)[C:14](=[N:21][C:22]2[CH:27]=[CH:26][CH:25]=[CH:24][CH:23]=2)[CH2:13][CH:12]1[CH3:28])=[O:10])[C:2]1[CH:7]=[CH:6][CH:5]=[CH:4][CH:3]=1.O. The catalyst is C(O)(=O)C.C(O[BH-](OC(=O)C)OC(=O)C)(=O)C.[Na+].C1CCCCC1. The product is [CH2:1]([O:8][C:9]([N:11]1[C:20]2[C:15](=[CH:16][CH:17]=[CH:18][CH:19]=2)[C@H:14]([NH:21][C:22]2[CH:27]=[CH:26][CH:25]=[CH:24][CH:23]=2)[CH2:13][C@@H:12]1[CH3:28])=[O:10])[C:2]1[CH:3]=[CH:4][CH:5]=[CH:6][CH:7]=1. The yield is 0.466.